From a dataset of Experimentally validated miRNA-target interactions with 360,000+ pairs, plus equal number of negative samples. Binary Classification. Given a miRNA mature sequence and a target amino acid sequence, predict their likelihood of interaction. (1) The miRNA is cel-miR-1021 with sequence AAGUGAGAUCAUGUGAAAUCCUCGG. The protein sequence of the target gene is MTRYCRGLSQRQAFLLLTVLALLFILLFVVKDPRAKDSRCQFIWKNDASAQENQQKAEPQVPIMTLSPRVHNKETTSVSSKDLKKQEREAVQGEQAEGKEKRKLETIRPAPENPQSKAEPAAKTPVSEHLDKLPRAPGALSTRKTPMATGAVPAKKKVVQATKSPASSPHPTTRRRQRLKASEFKSEPRWDFEEEYSLDMSSLQTNCSASVKIKASKSPWLQNIFLPNITLFLDSGRFTQSEWNRLEHFAPPFGFMELNQSLVQKVVTRFPPVRQQQLLLASLPTGYSKCITCAVVGNGG.... Result: 0 (no interaction). (2) The miRNA is hsa-miR-187-5p with sequence GGCUACAACACAGGACCCGGGC. The protein sequence of the target gene is MPKRKAAGQGDMRQEPKRRSARLSAMLVPVTPEVKPKRTSSSRKMKTKSDMMEENIDTSAQAVAETKQEAVVEEDYNENAKNGEAKITEAPASEKEIVEVKEENIEDATEKGGEKKEAVAAEVKNEEEDQKEDEEDQNEEKGEAGKEDKDEKGEEDGKEDKNGNEKGEDAKEKEDGKKGEDGKGNGEDGKEKGEDEKEEEDRKETGDGKENEDGKEKGDKKEGKDVKVKEDEKEREDGKEDEGGNEEEAGKEKEDLKEEEEGKEEDEIKEDDGKKEEPQSIV. Result: 0 (no interaction). (3) The miRNA is mmu-miR-466f-5p with sequence UACGUGUGUGUGCAUGUGCAUG. The protein sequence of the target gene is MAKERCQKRSFQDTLEDIKNRMKEKRNKNLAGIGKRKSFIVAPGQVPTNTATLLRYYQDNNRLLVLALENEKSKVREAQDVILQLRKECYYLTCQLYALKEKLTSRQSEETTQNWKGRPSDVVSSIDNTTRDLSGKSLQQIAVEETDCPYQTTEPSPAVTPETQGCDFDSGKVESTDEVLPRTISIRRHLRKDFSNISHSTTLEDCKASPRVAQSLEVKGSRCREVTVTLHRLENVCLWNKDQISLCSRLINPAKITETEVILSSKPEQIESKHKRARKRRAEQRRTKQRCKSKSSLRSK.... Result: 0 (no interaction).